This data is from Reaction yield outcomes from USPTO patents with 853,638 reactions. The task is: Predict the reaction yield, written as a fraction of the theoretical maximum amount of product (1.0 means a 100% yield; for example, 0.34 means a 34% yield). (1) The reactants are [OH:1][CH2:2][C:3]1[CH:8]=[CH:7][C:6]([C:9](=O)[CH2:10][N:11]2[CH:15]=[CH:14][CH:13]=[C:12]2[C:16]([O:18]C)=O)=[CH:5][CH:4]=1.[CH2:21]([NH2:24])[CH2:22][NH2:23].O.C(Cl)Cl. The catalyst is O1CCOCC1.[Cl-].[Na+].O. The product is [OH:1][CH2:2][C:3]1[CH:4]=[CH:5][C:6]([C:9]23[NH:24][CH2:21][CH2:22][N:23]2[C:16](=[O:18])[C:12]2[N:11]([CH:15]=[CH:14][CH:13]=2)[CH2:10]3)=[CH:7][CH:8]=1. The yield is 0.570. (2) The reactants are [CH:1]1([NH:6][C:7]([C:9]2[CH:14]=[CH:13][C:12](B(O)O)=[CH:11][CH:10]=2)=[O:8])[CH2:5][CH2:4][CH2:3][CH2:2]1.Br[C:19]1[CH:24]=[CH:23][C:22]([O:25][CH2:26][CH:27]2[CH2:32][CH2:31][N:30]([C:33]([O:35][CH:36]([CH3:38])[CH3:37])=[O:34])[CH2:29][CH2:28]2)=[CH:21][CH:20]=1. No catalyst specified. The product is [CH:1]1([NH:6][C:7]([C:9]2[CH:14]=[CH:13][C:12]([C:19]3[CH:20]=[CH:21][C:22]([O:25][CH2:26][CH:27]4[CH2:28][CH2:29][N:30]([C:33]([O:35][CH:36]([CH3:38])[CH3:37])=[O:34])[CH2:31][CH2:32]4)=[CH:23][CH:24]=3)=[CH:11][CH:10]=2)=[O:8])[CH2:5][CH2:4][CH2:3][CH2:2]1. The yield is 0.120. (3) The reactants are [Cl:1][C:2]1[C:7]([CH2:8]C)=[CH:6][C:5]([B:10]2[O:14]C(C)(C)C(C)(C)O2)=[C:4]([C:19]([O:22]COCC)([CH3:21])[CH3:20])[CH:3]=1.Cl.O. The catalyst is C1COCC1. The product is [Cl:1][C:2]1[C:7]([CH3:8])=[CH:6][C:5]2[B:10]([OH:14])[O:22][C:19]([CH3:20])([CH3:21])[C:4]=2[CH:3]=1. The yield is 0.536. (4) The yield is 0.874. The product is [CH3:1][CH:2]1[O:7][CH:6]([CH3:8])[CH2:5][N:4]([C:9]2[CH:14]=[CH:13][C:12]([NH2:15])=[N:11][CH:10]=2)[CH2:3]1. The catalyst is C1COCC1.[Ni]. The reactants are [CH3:1][CH:2]1[O:7][CH:6]([CH3:8])[CH2:5][N:4]([C:9]2[CH:10]=[N:11][C:12]([N+:15]([O-])=O)=[CH:13][CH:14]=2)[CH2:3]1. (5) The reactants are [Cl:1][C:2]1[C:7]([Cl:8])=[CH:6][CH:5]=[CH:4][C:3]=1[N:9]1[CH2:14][CH2:13][N:12]([CH2:15][CH2:16][CH2:17][CH2:18][O:19][C:20]2[CH:29]=[C:28]3[C:23]([CH2:24][CH2:25][C:26](=[O:32])[N:27]3[CH2:30][OH:31])=[CH:22][CH:21]=2)[CH2:11][CH2:10]1.N1C=CC=CC=1.[C:39](Cl)(=[O:43])[CH2:40][CH2:41][CH3:42]. The catalyst is ClCCl. The product is [C:39]([O:31][CH2:30][N:27]1[C:28]2[C:23](=[CH:22][CH:21]=[C:20]([O:19][CH2:18][CH2:17][CH2:16][CH2:15][N:12]3[CH2:13][CH2:14][N:9]([C:3]4[CH:4]=[CH:5][CH:6]=[C:7]([Cl:8])[C:2]=4[Cl:1])[CH2:10][CH2:11]3)[CH:29]=2)[CH2:24][CH2:25][C:26]1=[O:32])(=[O:43])[CH2:40][CH2:41][CH3:42]. The yield is 0.950. (6) The reactants are [CH3:1][C:2]([CH3:5])([O-:4])[CH3:3].[K+].[F:7][C:8]1[CH:20]=[C:19](F)[C:18]([F:22])=[CH:17][C:9]=1[C:10]([NH:12][S:13]([CH3:16])(=[O:15])=[O:14])=[O:11].O. The catalyst is CS(C)=O.CCOC(C)=O.C(O)(=O)CC(CC(O)=O)(C(O)=O)O. The product is [C:2]([O:4][C:19]1[C:18]([F:22])=[CH:17][C:9]([C:10]([NH:12][S:13]([CH3:16])(=[O:15])=[O:14])=[O:11])=[C:8]([F:7])[CH:20]=1)([CH3:5])([CH3:3])[CH3:1]. The yield is 1.00. (7) The reactants are Br[C:2]1[C:10]2[O:9][CH:8]([CH2:11][O:12][S:13]([C:16]3[CH:21]=[CH:20][C:19]([CH3:22])=[CH:18][CH:17]=3)(=[O:15])=[O:14])[O:7][C:6]=2[CH:5]=[C:4]([Cl:23])[CH:3]=1.[Cl:24][C:25]1[CH:30]=[CH:29][C:28](B(O)O)=[C:27]([CH3:34])[CH:26]=1. No catalyst specified. The product is [Cl:24][C:25]1[CH:30]=[CH:29][C:28]([C:2]2[C:10]3[O:9][CH:8]([CH2:11][O:12][S:13]([C:16]4[CH:21]=[CH:20][C:19]([CH3:22])=[CH:18][CH:17]=4)(=[O:14])=[O:15])[O:7][C:6]=3[CH:5]=[C:4]([Cl:23])[CH:3]=2)=[C:27]([CH3:34])[CH:26]=1. The yield is 1.00. (8) The reactants are [CH3:1][O:2][C:3]1[CH:8]=[CH:7][C:6]([C:9]2[C:18]([C:19]3[CH:24]=[CH:23][C:22]([O:25][CH3:26])=[CH:21][CH:20]=3)=[N:17][C:16]3[C:11](=[CH:12][CH:13]=[C:14](/[CH:27]=[CH:28]/[C:29]([O:31]C)=[O:30])[CH:15]=3)[N:10]=2)=[CH:5][CH:4]=1.[OH-].[Na+]. The catalyst is CO.O. The product is [CH3:1][O:2][C:3]1[CH:8]=[CH:7][C:6]([C:9]2[C:18]([C:19]3[CH:24]=[CH:23][C:22]([O:25][CH3:26])=[CH:21][CH:20]=3)=[N:17][C:16]3[C:11](=[CH:12][CH:13]=[C:14](/[CH:27]=[CH:28]/[C:29]([OH:31])=[O:30])[CH:15]=3)[N:10]=2)=[CH:5][CH:4]=1. The yield is 0.550.